This data is from Catalyst prediction with 721,799 reactions and 888 catalyst types from USPTO. The task is: Predict which catalyst facilitates the given reaction. (1) Reactant: C[O:2][C:3](=[O:38])[C:4]1[CH:9]=[CH:8][C:7]([NH:10][C:11](=[O:37])[CH:12]([N:19]2[C:23]3[CH:24]=[C:25]([F:29])[C:26]([F:28])=[CH:27][C:22]=3[N:21]=[C:20]2[C:30]2[CH:35]=[CH:34][C:33]([Cl:36])=[CH:32][CH:31]=2)[CH:13]2[CH2:18][CH2:17][CH2:16][CH2:15][CH2:14]2)=[N:6][CH:5]=1.O.[OH-].[Li+]. Product: [Cl:36][C:33]1[CH:34]=[CH:35][C:30]([C:20]2[N:19]([CH:12]([CH:13]3[CH2:18][CH2:17][CH2:16][CH2:15][CH2:14]3)[C:11]([NH:10][C:7]3[CH:8]=[CH:9][C:4]([C:3]([OH:38])=[O:2])=[CH:5][N:6]=3)=[O:37])[C:23]3[CH:24]=[C:25]([F:29])[C:26]([F:28])=[CH:27][C:22]=3[N:21]=2)=[CH:31][CH:32]=1. The catalyst class is: 127. (2) Reactant: [OH:1][C:2]1[C:9]([OH:10])=[CH:8][CH:7]=[CH:6][C:3]=1[CH:4]=[O:5].[C:11](=O)([O-])[O-].[K+].[K+].[CH2:17](Br)[CH:18]=[CH2:19].[C:21](#N)[CH3:22]. Product: [CH2:17]([O:1][C:2]1[C:9]([O:10][CH2:11][CH:21]=[CH2:22])=[CH:8][CH:7]=[CH:6][C:3]=1[CH:4]=[O:5])[CH:18]=[CH2:19]. The catalyst class is: 25. (3) Reactant: [CH3:1][O:2][C:3]([C:5]1[CH:6]=[C:7]([C:13]2[CH:18]=[CH:17][C:16]([C:19]([F:22])([F:21])[F:20])=[CH:15][CH:14]=2)[CH:8]=[C:9](Br)[C:10]=1[OH:11])=[O:4].[C:23]1(B(O)O)[CH:28]=[CH:27][CH:26]=[CH:25][CH:24]=1.C([O-])([O-])=O.[Na+].[Na+]. Product: [CH3:1][O:2][C:3]([C:5]1[C:10]([OH:11])=[C:9]([C:23]2[CH:28]=[CH:27][CH:26]=[CH:25][CH:24]=2)[CH:8]=[C:7]([C:13]2[CH:18]=[CH:17][C:16]([C:19]([F:22])([F:21])[F:20])=[CH:15][CH:14]=2)[CH:6]=1)=[O:4]. The catalyst class is: 260. (4) Reactant: [NH2:1][C@@H:2]([CH2:6][CH2:7][CH2:8][C:9]([OH:11])=O)[C:3]([OH:5])=[O:4]. Product: [O:11]=[C:9]1[NH:1][C@H:2]([C:3]([OH:5])=[O:4])[CH2:6][CH2:7][CH2:8]1. The catalyst class is: 52. (5) Reactant: [CH3:1][C@@H:2]1[CH2:7][CH2:6][NH:5][C@@H:4]([C:8]([OH:10])=[O:9])[CH2:3]1.[CH2:11]=O. Product: [CH3:11][N:5]1[CH2:6][CH2:7][C@@H:2]([CH3:1])[CH2:3][C@@H:4]1[C:8]([OH:10])=[O:9]. The catalyst class is: 838.